Dataset: Forward reaction prediction with 1.9M reactions from USPTO patents (1976-2016). Task: Predict the product of the given reaction. (1) Given the reactants C(OC([N:8]1[CH2:13][CH:12]=[C:11]([C:14]2[N:19]=[CH:18][C:17]([NH:20][C:21]([C:23]3[CH:24]=[N:25][N:26]([C:29]4[CH:34]=[CH:33][C:32]([C:35]([F:38])([F:37])[F:36])=[CH:31][N:30]=4)[C:27]=3[CH3:28])=[O:22])=[CH:16][C:15]=2[CH3:39])[CH2:10][CH2:9]1)=O)(C)(C)C.FC(F)(F)C(O)=O.[OH-].[Na+], predict the reaction product. The product is: [CH3:28][C:27]1[N:26]([C:29]2[CH:34]=[CH:33][C:32]([C:35]([F:37])([F:38])[F:36])=[CH:31][N:30]=2)[N:25]=[CH:24][C:23]=1[C:21]([NH:20][C:17]1[CH:18]=[N:19][C:14]([C:11]2[CH2:12][CH2:13][NH:8][CH2:9][CH:10]=2)=[C:15]([CH3:39])[CH:16]=1)=[O:22]. (2) Given the reactants C(O)(=O)C.[Cl:5][C:6]1[CH:11]=[C:10]([N+:12]([O-])=O)[CH:9]=[CH:8][C:7]=1[O:15][C:16]1[CH:21]=[CH:20][CH:19]=[C:18]([Cl:22])[CH:17]=1, predict the reaction product. The product is: [Cl:5][C:6]1[CH:11]=[C:10]([CH:9]=[CH:8][C:7]=1[O:15][C:16]1[CH:21]=[CH:20][CH:19]=[C:18]([Cl:22])[CH:17]=1)[NH2:12].